This data is from Peptide-MHC class II binding affinity with 134,281 pairs from IEDB. The task is: Regression. Given a peptide amino acid sequence and an MHC pseudo amino acid sequence, predict their binding affinity value. This is MHC class II binding data. (1) The peptide sequence is VINWKGKELKCGSGI. The MHC is DRB5_0101 with pseudo-sequence DRB5_0101. The binding affinity (normalized) is 0.107. (2) The peptide sequence is SQDLRLSWNLNGLQAY. The MHC is DRB1_1302 with pseudo-sequence DRB1_1302. The binding affinity (normalized) is 0.749. (3) The peptide sequence is SQDLGLSWNLNGLQAY. The MHC is DRB1_0802 with pseudo-sequence DRB1_0802. The binding affinity (normalized) is 0.152. (4) The binding affinity (normalized) is 0.804. The MHC is DRB1_1302 with pseudo-sequence DRB1_1302. The peptide sequence is IPLALTIKGLNPTAI. (5) The peptide sequence is DTGGLIDSPSINLDVRKQYK. The MHC is DRB1_0701 with pseudo-sequence DRB1_0701. The binding affinity (normalized) is 0.750.